This data is from Forward reaction prediction with 1.9M reactions from USPTO patents (1976-2016). The task is: Predict the product of the given reaction. (1) Given the reactants F[C:2](F)(F)[C:3](O)=O.[CH3:8][O:9][C:10]1[CH:11]=[C:12]([NH:22][C:23]2[N:24]=[C:25](CCC3CCCO3)[C:26]3[CH2:32][N:31](C(OC(C)(C)C)=O)[CH2:30][CH2:29][C:27]=3[N:28]=2)[CH:13]=[CH:14][C:15]=1[N:16]1[CH:20]=[C:19]([CH3:21])[N:18]=[CH:17]1, predict the reaction product. The product is: [CH3:8][O:9][C:10]1[CH:11]=[C:12]([NH:22][C:23]2[N:24]=[CH:25][C:26]3[CH2:32][NH:31][CH2:30][CH:29]([C:3]4[CH:2]=[CH:14][CH:15]=[CH:10][CH:11]=4)[C:27]=3[N:28]=2)[CH:13]=[CH:14][C:15]=1[N:16]1[CH:20]=[C:19]([CH3:21])[N:18]=[CH:17]1. (2) The product is: [C:2]([C:7]1[O:11][C:10]([CH2:12][N:13]2[CH:17]=[CH:16][C:15]([NH:18][C:37]([C:33]3[N:34]=[CH:35][O:36][C:32]=3[C:28]3[CH:29]=[CH:30][CH:31]=[C:26]([CH2:25][OH:24])[CH:27]=3)=[O:38])=[N:14]2)=[CH:9][CH:8]=1)(=[O:6])[CH3:1]. Given the reactants [CH3:1][C:2]1([C:7]2[O:11][C:10]([CH2:12][N:13]3[CH:17]=[CH:16][C:15]([NH2:18])=[N:14]3)=[CH:9][CH:8]=2)[O:6]CCO1.C([SiH2][O:24][C:25](C)(C)[C:26]1[CH:27]=[C:28]([C:32]2[O:36][CH:35]=[N:34][C:33]=2[C:37](O)=[O:38])[CH:29]=[CH:30][CH:31]=1)(C)(C)C, predict the reaction product. (3) Given the reactants Cl[C:2]1[C:11]2[C:6](=[CH:7][CH:8]=[C:9]([Cl:12])[N:10]=2)[N:5]=[CH:4][C:3]=1[C:13](=[O:15])[CH3:14].[CH3:16][N:17]([CH3:28])[CH2:18][CH2:19][NH:20][C:21]1[CH:26]=[CH:25][C:24]([NH2:27])=[CH:23][N:22]=1, predict the reaction product. The product is: [Cl:12][C:9]1[N:10]=[C:11]2[C:6](=[CH:7][CH:8]=1)[N:5]=[CH:4][C:3]([C:13](=[O:15])[CH3:14])=[C:2]2[NH:27][C:24]1[CH:23]=[N:22][C:21]([NH:20][CH2:19][CH2:18][N:17]([CH3:28])[CH3:16])=[CH:26][CH:25]=1. (4) Given the reactants [I:1]I.C(=O)(O)[O-].[Na+].[F:8][C:9]([F:18])([F:17])[C:10]1[CH:11]=[CH:12][C:13]([OH:16])=[CH:14][CH:15]=1.NC(N)=S, predict the reaction product. The product is: [F:8][C:9]([F:17])([F:18])[C:10]1[CH:11]=[C:12]([I:1])[C:13]([OH:16])=[CH:14][CH:15]=1.